Dataset: TCR-epitope binding with 47,182 pairs between 192 epitopes and 23,139 TCRs. Task: Binary Classification. Given a T-cell receptor sequence (or CDR3 region) and an epitope sequence, predict whether binding occurs between them. (1) The epitope is RLYYDSMSY. The TCR CDR3 sequence is CASSPGLANTGELFF. Result: 0 (the TCR does not bind to the epitope). (2) The epitope is KLGGALQAK. The TCR CDR3 sequence is CASSVIPGQGSYGYTF. Result: 1 (the TCR binds to the epitope). (3) The epitope is KAFSPEVIPMF. The TCR CDR3 sequence is CASSLAGTHETQYF. Result: 1 (the TCR binds to the epitope).